From a dataset of Peptide-MHC class II binding affinity with 134,281 pairs from IEDB. Regression. Given a peptide amino acid sequence and an MHC pseudo amino acid sequence, predict their binding affinity value. This is MHC class II binding data. The peptide sequence is NFVRSSNLKFQDAYNAAGGH. The MHC is DRB1_0301 with pseudo-sequence DRB1_0301. The binding affinity (normalized) is 0.